Dataset: Full USPTO retrosynthesis dataset with 1.9M reactions from patents (1976-2016). Task: Predict the reactants needed to synthesize the given product. (1) Given the product [N:1]1([CH:7]2[CH2:12][CH2:11][N:10]([CH2:13][C:14]3[C:15]([C:31]4[CH:36]=[CH:35][CH:34]=[C:33]([C:37]([F:40])([F:38])[F:39])[CH:32]=4)=[N:16][C:17]4[C:22]([C:23]=3[C:24]([NH:49][C@H:47]([C:41]3[CH:46]=[CH:45][CH:44]=[CH:43][CH:42]=3)[CH3:48])=[O:25])=[CH:21][CH:20]=[C:19]([S:27]([CH3:30])(=[O:28])=[O:29])[CH:18]=4)[CH2:9][CH2:8]2)[CH2:2][CH2:3][CH2:4][CH2:5][CH2:6]1, predict the reactants needed to synthesize it. The reactants are: [N:1]1([CH:7]2[CH2:12][CH2:11][N:10]([CH2:13][C:14]3[C:15]([C:31]4[CH:36]=[CH:35][CH:34]=[C:33]([C:37]([F:40])([F:39])[F:38])[CH:32]=4)=[N:16][C:17]4[C:22]([C:23]=3[C:24](O)=[O:25])=[CH:21][CH:20]=[C:19]([S:27]([CH3:30])(=[O:29])=[O:28])[CH:18]=4)[CH2:9][CH2:8]2)[CH2:6][CH2:5][CH2:4][CH2:3][CH2:2]1.[C:41]1([C@@H:47]([NH2:49])[CH3:48])[CH:46]=[CH:45][CH:44]=[CH:43][CH:42]=1.C1C=CC2N(O)N=NC=2C=1.C(N(CC)C(C)C)(C)C. (2) The reactants are: [CH2:1]([O:8][C:9]([C:11]1[CH:16]=[CH:15][C:14]([CH2:17][CH2:18][C:19]2[C:23]3[C:24]([OH:28])=[CH:25][CH:26]=[CH:27][C:22]=3[O:21][CH:20]=2)=[CH:13][CH:12]=1)=[O:10])[C:2]1[CH:7]=[CH:6][CH:5]=[CH:4][CH:3]=1.[C:29]([O:32][C@@H:33]1[C@@H:45]([O:46][C:47](=[O:49])[CH3:48])[C@H:44]([O:50][C:51](=[O:53])[CH3:52])[C@@H:43]([CH2:54][O:55][C:56](=[O:58])[CH3:57])[O:42][C@@H:34]1OC(=N)C(Cl)(Cl)Cl)(=[O:31])[CH3:30].C(=O)([O-])O.[Na+]. Given the product [C:29]([O:32][C@@H:33]1[C@@H:45]([O:46][C:47](=[O:49])[CH3:48])[C@H:44]([O:50][C:51](=[O:53])[CH3:52])[C@@H:43]([CH2:54][O:55][C:56](=[O:58])[CH3:57])[O:42][C@H:34]1[O:28][C:24]1[C:23]2[C:19]([CH2:18][CH2:17][C:14]3[CH:15]=[CH:16][C:11]([C:9]([O:8][CH2:1][C:2]4[CH:3]=[CH:4][CH:5]=[CH:6][CH:7]=4)=[O:10])=[CH:12][CH:13]=3)=[CH:20][O:21][C:22]=2[CH:27]=[CH:26][CH:25]=1)(=[O:31])[CH3:30], predict the reactants needed to synthesize it.